This data is from Full USPTO retrosynthesis dataset with 1.9M reactions from patents (1976-2016). The task is: Predict the reactants needed to synthesize the given product. (1) Given the product [Cl:8][C:6]1[N:5]=[CH:4][N:3]=[C:2]([NH:29][C:26]2[CH:25]=[CH:24][C:23]([O:22][CH2:21][CH2:20][O:19][CH3:18])=[CH:28][CH:27]=2)[N:7]=1, predict the reactants needed to synthesize it. The reactants are: Cl[C:2]1[N:7]=[C:6]([Cl:8])[N:5]=[CH:4][N:3]=1.CCN(C(C)C)C(C)C.[CH3:18][O:19][CH2:20][CH2:21][O:22][C:23]1[CH:28]=[CH:27][C:26]([NH2:29])=[CH:25][CH:24]=1. (2) Given the product [N+:1]([C:4]1[CH:5]=[CH:6][C:7]2[O:12][C@:11]([CH3:18])([CH:13]([O:16][CH3:17])[O:14][CH3:15])[C@H:10]([OH:19])[C@@H:9]([N:29]([C:23]3[CH:24]=[C:25]([CH3:28])[CH:26]=[CH:27][C:22]=3[OH:21])[CH2:30][C:31]3[N:32]=[N:33][N:34]([CH3:36])[N:35]=3)[C:8]=2[CH:20]=1)([O-:3])=[O:2], predict the reactants needed to synthesize it. The reactants are: [N+:1]([C:4]1[CH:5]=[CH:6][C:7]2[O:12][C@:11]([CH3:18])([CH:13]([O:16][CH3:17])[O:14][CH3:15])[C@@H:10]3[O:19][C@@H:9]3[C:8]=2[CH:20]=1)([O-:3])=[O:2].[OH:21][C:22]1[CH:27]=[CH:26][C:25]([CH3:28])=[CH:24][C:23]=1[NH:29][CH2:30][C:31]1[N:32]=[N:33][N:34]([CH3:36])[N:35]=1. (3) Given the product [Br:1][C:2]1[CH:3]=[C:4]([NH:8][C:21](=[O:22])[C:20]2[CH:24]=[CH:25][N:26]=[C:18]([NH:17][C:14]3[CH:13]=[CH:12][C:11]([C:10]([F:28])([F:27])[F:9])=[CH:16][N:15]=3)[CH:19]=2)[CH:5]=[N:6][CH:7]=1, predict the reactants needed to synthesize it. The reactants are: [Br:1][C:2]1[CH:3]=[C:4]([NH2:8])[CH:5]=[N:6][CH:7]=1.[F:9][C:10]([F:28])([F:27])[C:11]1[CH:12]=[CH:13][C:14]([NH:17][C:18]2[CH:19]=[C:20]([CH:24]=[CH:25][N:26]=2)[C:21](O)=[O:22])=[N:15][CH:16]=1.CCN(C(C)C)C(C)C.CCCP1(OP(CCC)(=O)OP(CCC)(=O)O1)=O. (4) Given the product [N:1]([CH2:4][C:5]1[CH:13]=[CH:12][CH:11]=[CH:10][C:6]=1[C:7]([O:23][C:20]1[CH:21]=[CH:22][C:17]([N+:14]([O-:16])=[O:15])=[CH:18][CH:19]=1)=[O:8])=[N+:2]=[N-:3], predict the reactants needed to synthesize it. The reactants are: [N:1]([CH2:4][C:5]1[CH:13]=[CH:12][CH:11]=[CH:10][C:6]=1[C:7](Cl)=[O:8])=[N+:2]=[N-:3].[N+:14]([C:17]1[CH:22]=[CH:21][C:20]([OH:23])=[CH:19][CH:18]=1)([O-:16])=[O:15]. (5) Given the product [F:1][C:2]1[CH:8]=[C:7]([I:9])[CH:6]=[CH:5][C:3]=1[NH:4][C:21]1[CH:26]=[C:25]([F:27])[CH:24]=[C:23]([F:28])[C:22]=1[N+:29]([O-:31])=[O:30], predict the reactants needed to synthesize it. The reactants are: [F:1][C:2]1[CH:8]=[C:7]([I:9])[CH:6]=[CH:5][C:3]=1[NH2:4].[Li+].C[Si]([N-][Si](C)(C)C)(C)C.F[C:21]1[CH:26]=[C:25]([F:27])[CH:24]=[C:23]([F:28])[C:22]=1[N+:29]([O-:31])=[O:30]. (6) Given the product [NH:1]1[C:9]2[C:4](=[CH:5][CH:6]=[CH:7][CH:8]=2)[C:3](/[CH:10]=[C:11]2\[O:12][C:13]3[C:20]([CH2:21][N:22]4[CH2:23][CH2:24][NH:25][CH2:26][CH2:27]4)=[C:19]([O:35][CH2:36][CH2:37][CH3:38])[CH:18]=[CH:17][C:14]=3[C:15]\2=[O:16])=[CH:2]1, predict the reactants needed to synthesize it. The reactants are: [NH:1]1[C:9]2[C:4](=[CH:5][CH:6]=[CH:7][CH:8]=2)[C:3](/[CH:10]=[C:11]2\[O:12][C:13]3[C:20]([CH2:21][N:22]4[CH2:27][CH2:26][N:25](C(OC(C)(C)C)=O)[CH2:24][CH2:23]4)=[C:19]([O:35][CH2:36][CH2:37][CH3:38])[CH:18]=[CH:17][C:14]=3[C:15]\2=[O:16])=[CH:2]1.Cl.